This data is from Full USPTO retrosynthesis dataset with 1.9M reactions from patents (1976-2016). The task is: Predict the reactants needed to synthesize the given product. (1) Given the product [CH2:1]([O:3][C:4](=[O:24])[C:5]([CH3:23])([CH3:22])[C:6]([C:8]1[CH:9]=[CH:10][C:11]([OH:14])=[CH:12][CH:13]=1)=[O:7])[CH3:2], predict the reactants needed to synthesize it. The reactants are: [CH2:1]([O:3][C:4](=[O:24])[C:5]([CH3:23])([CH3:22])[C:6]([C:8]1[CH:13]=[CH:12][C:11]([O:14]CC2C=CC=CC=2)=[CH:10][CH:9]=1)=[O:7])[CH3:2]. (2) The reactants are: [Cl:1][C:2]1[N:7]=[C:6]([N:8]2[CH2:13][CH2:12][O:11][CH2:10][CH2:9]2)[C:5](I)=[CH:4][N:3]=1.[C:15]([C:17]1[CH:18]=[C:19]([NH:23][C:24](=[O:36])[C@@H:25]([N:27]([CH3:35])[C:28](=[O:34])[O:29][C:30]([CH3:33])([CH3:32])[CH3:31])[CH3:26])[CH:20]=[CH:21][CH:22]=1)#[CH:16].O.C(OCC)(=O)C. Given the product [Cl:1][C:2]1[N:7]=[C:6]([N:8]2[CH2:13][CH2:12][O:11][CH2:10][CH2:9]2)[C:5]([C:16]#[C:15][C:17]2[CH:18]=[C:19]([NH:23][C:24](=[O:36])[C@@H:25]([N:27]([CH3:35])[C:28](=[O:34])[O:29][C:30]([CH3:31])([CH3:33])[CH3:32])[CH3:26])[CH:20]=[CH:21][CH:22]=2)=[CH:4][N:3]=1, predict the reactants needed to synthesize it.